This data is from Reaction yield outcomes from USPTO patents with 853,638 reactions. The task is: Predict the reaction yield, written as a fraction of the theoretical maximum amount of product (1.0 means a 100% yield; for example, 0.34 means a 34% yield). (1) The reactants are [Br:1][C:2]1[CH:7]=[CH:6][C:5]([F:8])=[C:4]([OH:9])[C:3]=1[OH:10].[C:11](Cl)(Cl)=[S:12].[OH-].[Na+]. The catalyst is C(Cl)(Cl)Cl. The product is [Br:1][C:2]1[C:3]2[O:10][C:11](=[S:12])[O:9][C:4]=2[C:5]([F:8])=[CH:6][CH:7]=1. The yield is 0.580. (2) The reactants are [C:1]1([C:5]([OH:7])=[O:6])[CH2:4][CH2:3][CH:2]=1.C1(N=C=NC2CCCCC2)CCCCC1.[CH2:23]([O:29][C:30]1[CH:39]=[CH:38][CH:37]=[C:36]2[C:31]=1[CH:32]=[CH:33][CH:34]=[C:35]2[O:40][CH2:41][CH2:42][CH2:43][CH2:44][CH2:45][CH2:46][CH2:47][CH2:48][CH2:49][CH2:50][CH2:51]O)[CH2:24][CH2:25][CH2:26][CH2:27][CH3:28].CN(C1C=CC=CN=1)C. The catalyst is C(Cl)Cl. The product is [C:1]1([C:5]([O:7][CH2:51][CH2:50][CH2:49][CH2:48][CH2:47][CH2:46][CH2:45][CH2:44][CH2:43][CH2:42][CH2:41][O:40][C:35]2[C:36]3[C:31](=[C:30]([O:29][CH2:23][CH2:24][CH2:25][CH2:26][CH2:27][CH3:28])[CH:39]=[CH:38][CH:37]=3)[CH:32]=[CH:33][CH:34]=2)=[O:6])[CH2:4][CH2:3][CH:2]=1. The yield is 0.350.